This data is from Retrosynthesis with 50K atom-mapped reactions and 10 reaction types from USPTO. The task is: Predict the reactants needed to synthesize the given product. (1) Given the product CCCc1cc(C(=O)NS(N)(=O)=O)ccc1OC(C(=O)NS(=O)(=O)c1ccc(C(C)C)cc1)c1ccc2c(c1)OCO2, predict the reactants needed to synthesize it. The reactants are: CCCc1cc(C(=O)O)ccc1OC(C(=O)NS(=O)(=O)c1ccc(C(C)C)cc1)c1ccc2c(c1)OCO2.NS(N)(=O)=O. (2) Given the product COc1ccc(Cn2cc(I)c(C)c([N+](=O)[O-])c2=O)cc1, predict the reactants needed to synthesize it. The reactants are: COc1ccc(CCl)cc1.Cc1c(I)c[nH]c(=O)c1[N+](=O)[O-]. (3) Given the product Nc1c(-c2ccccc2)nn2ccccc12, predict the reactants needed to synthesize it. The reactants are: O=Nc1c(-c2ccccc2)nn2ccccc12.